This data is from Forward reaction prediction with 1.9M reactions from USPTO patents (1976-2016). The task is: Predict the product of the given reaction. (1) Given the reactants [O:1]1[CH2:3][C@H:2]1[CH2:4]OS(C1C=CC=C([N+]([O-])=O)C=1)(=O)=O.[OH:18][C:19]1[CH:24]=[CH:23][CH:22]=[CH:21][C:20]=1[CH2:25][C:26]([N:28]1[CH2:32][CH2:31][C@H:30]([OH:33])[CH2:29]1)=[O:27].C([O-])([O-])=O.[Cs+].[Cs+], predict the reaction product. The product is: [O:1]1[CH2:3][C@H:2]1[CH2:4][O:18][C:19]1[CH:24]=[CH:23][CH:22]=[CH:21][C:20]=1[CH2:25][C:26]([N:28]1[CH2:32][CH2:31][C@H:30]([OH:33])[CH2:29]1)=[O:27]. (2) Given the reactants Cl[C:2]1[N:9]=[C:8]([C:10]2[CH:15]=[CH:14][CH:13]=[C:12]([F:16])[CH:11]=2)[C:7]([C:17]2[CH:22]=[CH:21][N:20]=[CH:19][N:18]=2)=[CH:6][C:3]=1[C:4]#[N:5].O.[NH2:24][NH2:25], predict the reaction product. The product is: [F:16][C:12]1[CH:11]=[C:10]([C:8]2[N:9]=[C:2]3[NH:24][N:25]=[C:4]([NH2:5])[C:3]3=[CH:6][C:7]=2[C:17]2[CH:22]=[CH:21][N:20]=[CH:19][N:18]=2)[CH:15]=[CH:14][CH:13]=1. (3) Given the reactants CO[C:3](=O)[NH:4]/[C:5](/SC)=[N:6]/[C:7](=[O:10])[O:8][CH3:9].[Cl:14][C:15]1[CH:30]=[CH:29][CH:28]=[C:27]([Cl:31])[C:16]=1[CH2:17][O:18][C:19]1[CH:20]=[C:21]([NH2:26])C(N)=[CH:23][CH:24]=1, predict the reaction product. The product is: [Cl:14][C:15]1[CH:30]=[CH:29][CH:28]=[C:27]([Cl:31])[C:16]=1[CH2:17][O:18][C:19]1[CH:24]=[CH:23][C:3]2[N:4]=[C:5]([NH:6][C:7](=[O:10])[O:8][CH3:9])[NH:26][C:21]=2[CH:20]=1. (4) Given the reactants [NH2:1][C:2]1[S:6][N:5]=[C:4](/[C:7](=[N:38]/[O:39][C:40]([C:43]([O:45]C(C)(C)C)=[O:44])([CH3:42])[CH3:41])/[C:8]([NH:10][C@@H:11]2[C:36](=[O:37])[N:13]3[C:14]([C:20]([O:22]C(C4C=CC=CC=4)C4C=CC=CC=4)=[O:21])=[C:15]([CH2:18]I)[CH2:16][S:17][C@H:12]23)=[O:9])[N:3]=1.C[Si](C)(C)NC(=O)C.[CH3:58][N:59]1[C:63]([NH:64]C(C2C=CC=CC=2)(C2C=CC=CC=2)C2C=CC=CC=2)=[C:62]([NH:84][C:85]([N:87]2[CH2:91][CH2:90][C@@H:89]([NH:92]C(=O)OC(C)(C)C)[CH2:88]2)=[O:86])[CH:61]=[N:60]1.C(OCC)(=O)C, predict the reaction product. The product is: [NH2:64][C:63]1[N:59]([CH3:58])[N+:60]([CH2:18][C:15]2[CH2:16][S:17][C@@H:12]3[C@H:11]([NH:10][C:8](=[O:9])/[C:7](/[C:4]4[N:3]=[C:2]([NH2:1])[S:6][N:5]=4)=[N:38]\[O:39][C:40]([C:43]([OH:45])=[O:44])([CH3:42])[CH3:41])[C:36](=[O:37])[N:13]3[C:14]=2[C:20]([O-:22])=[O:21])=[CH:61][C:62]=1[NH:84][C:85]([N:87]1[CH2:91][CH2:90][C@@H:89]([NH2:92])[CH2:88]1)=[O:86]. (5) Given the reactants [CH3:1][CH2:2][N:3]=[C:4]=[N:5][CH2:6][CH2:7][CH2:8]N(C)C.[N:12]1[C:21]2C(N)CC[CH2:17][C:16]=2[CH:15]=[CH:14][CH:13]=1.[N:23]1[CH:28]=[CH:27][CH:26]=[CH:25][C:24]=1[C:29]([OH:31])=O.O[N:33]1[C:37]2[CH:38]=[CH:39][CH:40]=[CH:41][C:36]=2N=N1.C[CH2:43][N:44]([CH:48]([CH3:50])[CH3:49])[CH:45]([CH3:47])C.[CH3:51]N(C=O)C, predict the reaction product. The product is: [NH:5]1[C:6]2[CH:7]=[CH:8][CH:51]=[CH:1][C:2]=2[N:3]=[C:4]1[CH2:43][N:44]([CH2:45][C:47]1[CH:17]=[C:16]([CH:15]=[CH:14][CH:13]=1)[CH2:21][NH:12][C:29]([C:24]1[CH:25]=[CH:26][CH:27]=[CH:28][N:23]=1)=[O:31])[CH:48]1[C:49]2[N:33]=[CH:37][CH:38]=[CH:39][C:40]=2[CH2:41][CH2:36][CH2:50]1. (6) Given the reactants [OH:1][C:2]1[C:3]2[CH:14]=[C:13]([C:15]([F:18])([F:17])[F:16])[CH:12]=[CH:11][C:4]=2[S:5][C:6]=1[C:7]([O:9][CH3:10])=[O:8].[CH:19](I)([CH3:21])[CH3:20].C(=O)([O-])[O-].[K+].[K+].CN(C)C=O, predict the reaction product. The product is: [CH:19]([O:1][C:2]1[C:3]2[CH:14]=[C:13]([C:15]([F:18])([F:16])[F:17])[CH:12]=[CH:11][C:4]=2[S:5][C:6]=1[C:7]([O:9][CH3:10])=[O:8])([CH3:21])[CH3:20]. (7) Given the reactants [Na+].[Cl:2][C:3]1[CH:4]=[C:5]([CH:21]=[CH:22][C:23]=1[Cl:24])[CH2:6][C:7]1[NH:8][C:9](=[O:20])[C:10]2[C:15]([CH3:16])=[C:14]([C:17]([O-:19])=[O:18])[S:13][C:11]=2[N:12]=1.[OH-].[Na+].Cl, predict the reaction product. The product is: [Cl:2][C:3]1[CH:4]=[C:5]([CH:21]=[CH:22][C:23]=1[Cl:24])[CH2:6][C:7]1[NH:8][C:9](=[O:20])[C:10]2[C:15]([CH3:16])=[C:14]([C:17]([OH:19])=[O:18])[S:13][C:11]=2[N:12]=1. (8) Given the reactants C1(C(C2C=CC=CC=2)[N:8]2[C:16]3[C:11](=[CH:12][CH:13]=[CH:14][C:15]=3[F:17])[C:10]3([C:29]4[C:20](=[CH:21][C:22]5[O:27][CH2:26][CH2:25][O:24][C:23]=5[CH:28]=4)[O:19][CH2:18]3)[C:9]2=[O:30])C=CC=CC=1.C([SiH](CC)CC)C, predict the reaction product. The product is: [F:17][C:15]1[CH:14]=[CH:13][CH:12]=[C:11]2[C:16]=1[NH:8][C:9](=[O:30])[C:10]12[C:29]2[C:20](=[CH:21][C:22]3[O:27][CH2:26][CH2:25][O:24][C:23]=3[CH:28]=2)[O:19][CH2:18]1. (9) Given the reactants [CH3:1][C:2]1[N:7]=[C:6]([NH:8][C:9]2[CH:14]=[CH:13][CH:12]=[C:11]([CH3:15])[N:10]=2)[CH:5]=[CH:4][CH:3]=1.Br[C:17]1[CH:22]=[CH:21][CH:20]=[CH:19][N:18]=1.C(=O)([O-])[O-].[Na+].[Na+].[Br-].[K+], predict the reaction product. The product is: [CH3:1][C:2]1[N:7]=[C:6]([N:8]([C:9]2[CH:14]=[CH:13][CH:12]=[C:11]([CH3:15])[N:10]=2)[C:17]2[CH:22]=[CH:21][CH:20]=[CH:19][N:18]=2)[CH:5]=[CH:4][CH:3]=1. (10) Given the reactants [Cl:1][C:2]1[CH2:6][CH2:5][N:4]([C:7]2[CH:8]=[N:9][CH:10]=[CH:11][CH:12]=2)[N:3]=1, predict the reaction product. The product is: [Cl:1][C:2]1[CH:6]=[CH:5][N:4]([C:7]2[CH:8]=[N:9][CH:10]=[CH:11][CH:12]=2)[N:3]=1.